From a dataset of Forward reaction prediction with 1.9M reactions from USPTO patents (1976-2016). Predict the product of the given reaction. (1) Given the reactants [CH2:1]([O:3][C:4](=[O:30])[CH:5](CCl)[CH2:6][C:7]1[N:16]=[C:15](O)[C:14]2[C:9](=[CH:10][C:11]([C:18]3[C:23]([C:24]([F:27])([F:26])[F:25])=[CH:22][CH:21]=[CH:20][N:19]=3)=[CH:12][CH:13]=2)[N:8]=1)[CH3:2].O=P(Cl)(Cl)[Cl:33].N1C(C)=CC=CC=1C, predict the reaction product. The product is: [CH2:1]([O:3][C:4](=[O:30])[CH2:5][CH2:6][C:7]1[N:16]=[C:15]([Cl:33])[C:14]2[C:9](=[CH:10][C:11]([C:18]3[C:23]([C:24]([F:25])([F:27])[F:26])=[CH:22][CH:21]=[CH:20][N:19]=3)=[CH:12][CH:13]=2)[N:8]=1)[CH3:2]. (2) Given the reactants [Cl-].[Cl-].[Cl-].[Al+3].[F:5][C:6]1[CH:11]=[CH:10][C:9]([O:12][C:13](=[O:18])[CH:14]=[C:15]([CH3:17])[CH3:16])=[CH:8][CH:7]=1, predict the reaction product. The product is: [F:5][C:6]1[CH:7]=[C:8]2[C:9](=[CH:10][CH:11]=1)[O:12][C:13](=[O:18])[CH2:14][C:15]2([CH3:16])[CH3:17]. (3) The product is: [CH3:34][O:33][C:28]1[CH:29]=[C:30]2[C:25](=[CH:26][C:27]=1[O:35][CH3:36])[O:24][CH:23]=[C:22]([CH2:21][CH2:20][CH2:19][CH2:18][N:15]1[CH2:16][CH2:17][N:12]([C:8]3[CH:7]=[C:6]([NH:5][C:1](=[O:3])[CH3:2])[CH:11]=[CH:10][CH:9]=3)[CH2:13][CH2:14]1)[C:31]2=[O:32]. Given the reactants [C:1](Cl)(=[O:3])[CH3:2].[NH2:5][C:6]1[CH:7]=[C:8]([N:12]2[CH2:17][CH2:16][N:15]([CH2:18][CH2:19][CH2:20][CH2:21][C:22]3[C:31](=[O:32])[C:30]4[C:25](=[CH:26][C:27]([O:35][CH3:36])=[C:28]([O:33][CH3:34])[CH:29]=4)[O:24][CH:23]=3)[CH2:14][CH2:13]2)[CH:9]=[CH:10][CH:11]=1, predict the reaction product. (4) Given the reactants N#N.[CH3:3][C:4]1([NH:19][C:20](=[O:26])[O:21][C:22]([CH3:25])([CH3:24])[CH3:23])[CH2:9][CH2:8][CH2:7][N:6]([C:10]2[CH:15]=[CH:14][N:13]=[CH:12][C:11]=2[N+:16]([O-])=O)[CH2:5]1, predict the reaction product. The product is: [NH2:16][C:11]1[CH:12]=[N:13][CH:14]=[CH:15][C:10]=1[N:6]1[CH2:7][CH2:8][CH2:9][C:4]([NH:19][C:20](=[O:26])[O:21][C:22]([CH3:25])([CH3:24])[CH3:23])([CH3:3])[CH2:5]1. (5) Given the reactants [Si:1]([O:8][CH2:9][CH2:10][C:11](N(OC)C)=[O:12])([C:4]([CH3:7])([CH3:6])[CH3:5])([CH3:3])[CH3:2].[C:17]([Mg]Br)#[CH:18], predict the reaction product. The product is: [Si:1]([O:8][CH2:9][CH2:10][C:11](=[O:12])[C:17]#[CH:18])([C:4]([CH3:5])([CH3:6])[CH3:7])([CH3:2])[CH3:3]. (6) Given the reactants Br[C:2]1[C:7]([CH3:8])=[CH:6][CH:5]=[CH:4][N:3]=1.[Li]CCCC.[O:14]=[C:15]1[N:20]([C:21]([O:23][C:24]([CH3:27])([CH3:26])[CH3:25])=[O:22])[CH2:19][CH2:18][N:17]2[C:28](=[O:31])[CH2:29][CH2:30][C@@H:16]12, predict the reaction product. The product is: [CH3:8][C:7]1[C:2]([C:15]([C@@H:16]2[CH2:30][CH2:29][C:28](=[O:31])[N:17]2[CH2:18][CH2:19][NH:20][C:21](=[O:22])[O:23][C:24]([CH3:26])([CH3:25])[CH3:27])=[O:14])=[N:3][CH:4]=[CH:5][CH:6]=1. (7) The product is: [NH2:1][C:2]1[N:7]=[CH:6][N:5]=[C:4]2[N:8]([CH:12]3[CH2:15][N:14]([C:16]([O:18][C:19]([CH3:22])([CH3:21])[CH3:20])=[O:17])[CH2:13]3)[N:9]=[C:10]([C:24]#[C:23][C:25]3[CH:26]=[C:27]([O:33][CH3:34])[CH:28]=[C:29]([O:31][CH3:32])[CH:30]=3)[C:3]=12. Given the reactants [NH2:1][C:2]1[N:7]=[CH:6][N:5]=[C:4]2[N:8]([CH:12]3[CH2:15][N:14]([C:16]([O:18][C:19]([CH3:22])([CH3:21])[CH3:20])=[O:17])[CH2:13]3)[N:9]=[C:10](I)[C:3]=12.[C:23]([C:25]1[CH:30]=[C:29]([O:31][CH3:32])[CH:28]=[C:27]([O:33][CH3:34])[CH:26]=1)#[CH:24].C(N(CC)CC)C.C(OCC)(=O)C, predict the reaction product.